Dataset: Tox21: 12 toxicity assays (nuclear receptors and stress response pathways). Task: Binary classification across 12 toxicity assays. (1) The compound is Nc1nc(=O)c2nc(CNc3ccc(C(=O)N[C@@H](CCC(=O)O)C(=O)O)cc3)cnc2[nH]1. It tested positive (active) for: NR-ER (Estrogen Receptor agonist activity). (2) The molecule is CO[C@H]1[C@H]([C@]2(C)O[C@@H]2CC=C(C)C)[C@]2(CC[C@H]1OC(=O)NC(=O)CCl)CO2. It tested positive (active) for: NR-PPAR-gamma (PPAR-gamma nuclear receptor agonist), SR-ARE (Antioxidant Response Element (oxidative stress)), SR-HSE (Heat Shock Element response), and SR-p53 (p53 tumor suppressor activation). (3) The compound is CC[C@H](C)C(=O)O[C@H]1CCC=C2C=C[C@H](C)[C@H](CC[C@@H]3C[C@@H](O)CC(=O)O3)[C@H]21. It tested positive (active) for: NR-Aromatase (Aromatase enzyme inhibition). (4) The drug is c1ccc(CN(Cc2ccccc2)Cc2ccccc2)cc1. It tested positive (active) for: NR-ER (Estrogen Receptor agonist activity).